Dataset: Forward reaction prediction with 1.9M reactions from USPTO patents (1976-2016). Task: Predict the product of the given reaction. (1) The product is: [F:1][C:2]([F:25])([F:24])[C:3]1[CH:8]=[CH:7][N:6]=[C:5]([NH:9][C:10]([C:12]2[CH:13]=[C:14]3[C:19](=[CH:20][CH:21]=2)[C:18]([O:27][CH3:26])=[N:17][N:16]=[C:15]3[O:34][CH3:33])=[O:11])[CH:4]=1. Given the reactants [F:1][C:2]([F:25])([F:24])[C:3]1[CH:8]=[CH:7][N:6]=[C:5]([NH:9][C:10]([C:12]2[CH:13]=[C:14]3[C:19](=[CH:20][CH:21]=2)[C:18](Cl)=[N:17][N:16]=[C:15]3Cl)=[O:11])[CH:4]=1.[CH3:26][O-:27].[Na+].Cl.CN([CH:33]=[O:34])C, predict the reaction product. (2) Given the reactants C([O:3][C:4]([C:6]1[N:7]=[C:8]([C:23]2[CH:28]=[CH:27][CH:26]=[CH:25][C:24]=2[F:29])[NH:9][C:10]=1[CH2:11][CH2:12][C:13]12[CH2:22][CH:17]3[CH2:18][CH:19]([CH2:21][CH:15]([CH2:16]3)[CH2:14]1)[CH2:20]2)=O)C.C([O:37][C:38](=[O:46])[C:39]1[CH:44]=[CH:43][CH:42]=[C:41]([NH2:45])[CH:40]=1)C1C=CC=CC=1, predict the reaction product. The product is: [C:13]12([CH2:12][CH2:11][C:10]3[NH:9][C:8]([C:23]4[CH:28]=[CH:27][CH:26]=[CH:25][C:24]=4[F:29])=[N:7][C:6]=3[C:4]([NH:45][C:41]3[CH:40]=[C:39]([CH:44]=[CH:43][CH:42]=3)[C:38]([OH:37])=[O:46])=[O:3])[CH2:14][CH:15]3[CH2:16][CH:17]([CH2:18][CH:19]([CH2:21]3)[CH2:20]1)[CH2:22]2. (3) Given the reactants [N:1]1([C:7]2[CH:12]=[CH:11][C:10](B(O)O)=[CH:9][CH:8]=2)[CH2:6][CH2:5][O:4][CH2:3][CH2:2]1.[N:16]12[CH2:23][CH2:22][CH:19]([CH2:20][CH2:21]1)[C@@H:18]([NH:24][C:25]([C:27]1[O:28][C:29]3[CH:35]=[C:34](Br)[CH:33]=[CH:32][C:30]=3[CH:31]=1)=[O:26])[CH2:17]2.[OH-].[Na+], predict the reaction product. The product is: [N:16]12[CH2:21][CH2:20][CH:19]([CH2:22][CH2:23]1)[C@@H:18]([NH:24][C:25]([C:27]1[O:28][C:29]3[CH:35]=[C:34]([C:10]4[CH:11]=[CH:12][C:7]([N:1]5[CH2:6][CH2:5][O:4][CH2:3][CH2:2]5)=[CH:8][CH:9]=4)[CH:33]=[CH:32][C:30]=3[CH:31]=1)=[O:26])[CH2:17]2. (4) Given the reactants [C:1]([O:5][C:6](=[O:31])[NH:7][C:8]1[CH:13]=[C:12]([N:14]2[CH2:19][CH2:18][C:17]([F:21])([F:20])[CH2:16][CH2:15]2)[CH:11]=[C:10]([CH2:22][S:23][C:24]2[CH:28]=[C:27]([CH2:29][CH3:30])[NH:26][N:25]=2)[N:9]=1)([CH3:4])([CH3:3])[CH3:2].[C:32](=O)([O-])[O-].[Cs+].[Cs+].CI.O, predict the reaction product. The product is: [C:1]([O:5][C:6](=[O:31])[NH:7][C:8]1[CH:13]=[C:12]([N:14]2[CH2:19][CH2:18][C:17]([F:21])([F:20])[CH2:16][CH2:15]2)[CH:11]=[C:10]([CH2:22][S:23][C:24]2[CH:28]=[C:27]([CH2:29][CH3:30])[N:26]([CH3:32])[N:25]=2)[N:9]=1)([CH3:4])([CH3:3])[CH3:2]. (5) Given the reactants [Na].[C:2]([O:12][CH2:13][CH3:14])(=[O:11])[CH2:3][C:4]([C:6]([O:8]CC)=O)=O.C1(C)C=CC=CC=1.Cl.[CH3:23][C:24]1[CH:29]=[CH:28][CH:27]=[CH:26][C:25]=1[NH:30][NH2:31], predict the reaction product. The product is: [OH:8][C:6]1[N:30]([C:25]2[CH:26]=[CH:27][CH:28]=[CH:29][C:24]=2[CH3:23])[N:31]=[C:3]([C:2]([O:12][CH2:13][CH3:14])=[O:11])[CH:4]=1. (6) Given the reactants [C:1]([O:5][C:6](=[O:34])[NH:7][C:8]1([C:12]2[CH:17]=[CH:16][C:15]([C:18]3[C:19]([C:28]4[CH:33]=[CH:32][CH:31]=[CH:30][CH:29]=4)=[CH:20][C:21]4[N:22]([C:24](Br)=[CH:25][N:26]=4)[N:23]=3)=[CH:14][CH:13]=2)[CH2:11][CH2:10][CH2:9]1)([CH3:4])([CH3:3])[CH3:2], predict the reaction product. The product is: [C:1]([O:5][C:6](=[O:34])[NH:7][C:8]1([C:12]2[CH:17]=[CH:16][C:15]([C:18]3[C:19]([C:28]4[CH:33]=[CH:32][CH:31]=[CH:30][CH:29]=4)=[CH:20][C:21]4[N:22]([C:24]([C:14]5[CH:15]=[CH:16][CH:17]=[C:12]([C:8]#[N:7])[CH:13]=5)=[CH:25][N:26]=4)[N:23]=3)=[CH:14][CH:13]=2)[CH2:11][CH2:10][CH2:9]1)([CH3:4])([CH3:3])[CH3:2]. (7) Given the reactants Br[C:2]1[C:10]2[C:5](=[N:6][CH:7]=[CH:8][CH:9]=2)[N:4]([S:11]([C:14]2[CH:19]=[CH:18][C:17]([CH3:20])=[CH:16][CH:15]=2)(=[O:13])=[O:12])[CH:3]=1.[C:21](=[O:24])([O-])[O-].[Na+].[Na+].O.CO[CH2:30][CH2:31][O:32][CH3:33], predict the reaction product. The product is: [CH3:33][O:32][C:31]1[CH:9]=[CH:10][C:2]([C:2]2[C:10]3[C:5](=[N:6][CH:7]=[CH:8][CH:9]=3)[N:4]([S:11]([C:14]3[CH:19]=[CH:18][C:17]([CH3:20])=[CH:16][CH:15]=3)(=[O:13])=[O:12])[CH:3]=2)=[CH:3][C:30]=1[CH:21]=[O:24].